Dataset: Peptide-MHC class I binding affinity with 185,985 pairs from IEDB/IMGT. Task: Regression. Given a peptide amino acid sequence and an MHC pseudo amino acid sequence, predict their binding affinity value. This is MHC class I binding data. The peptide sequence is YQHLHTAPK. The MHC is HLA-B15:01 with pseudo-sequence HLA-B15:01. The binding affinity (normalized) is 0.447.